From a dataset of Peptide-MHC class II binding affinity with 134,281 pairs from IEDB. Regression. Given a peptide amino acid sequence and an MHC pseudo amino acid sequence, predict their binding affinity value. This is MHC class II binding data. The peptide sequence is TFHVEKGSNPNYLAL. The MHC is DRB1_0405 with pseudo-sequence DRB1_0405. The binding affinity (normalized) is 0.214.